From a dataset of Reaction yield outcomes from USPTO patents with 853,638 reactions. Predict the reaction yield, written as a fraction of the theoretical maximum amount of product (1.0 means a 100% yield; for example, 0.34 means a 34% yield). The reactants are [CH:1]1[C:10]2[C:5](=[CH:6][C:7]([C:11](=O)[CH2:12][C:13]3[CH:18]=[CH:17][CH:16]=[CH:15][CH:14]=3)=[CH:8][CH:9]=2)[CH:4]=[CH:3][N:2]=1.[CH2:20]([O:22][C:23]1[CH:24]=[C:25]([CH:28]=[C:29]([N+:32]([O-:34])=[O:33])[C:30]=1[OH:31])[CH:26]=O)[CH3:21].[NH2:35][C:36]([NH2:38])=[O:37].Cl. The catalyst is C(O)C. The product is [CH2:20]([O:22][C:23]1[CH:24]=[C:25]([CH:26]2[C:12]([C:13]3[CH:18]=[CH:17][CH:16]=[CH:15][CH:14]=3)=[C:11]([C:7]3[CH:6]=[C:5]4[C:10](=[CH:9][CH:8]=3)[CH:1]=[N:2][CH:3]=[CH:4]4)[NH:38][C:36](=[O:37])[NH:35]2)[CH:28]=[C:29]([N+:32]([O-:34])=[O:33])[C:30]=1[OH:31])[CH3:21]. The yield is 0.343.